Dataset: Full USPTO retrosynthesis dataset with 1.9M reactions from patents (1976-2016). Task: Predict the reactants needed to synthesize the given product. (1) The reactants are: [Cl:1][C:2]1[N:3]=[C:4](Cl)[C:5]2[CH2:10][CH2:9][CH:8]([C:11]3[CH:16]=[CH:15][CH:14]=[CH:13][CH:12]=3)[C:6]=2[N:7]=1.[CH:18]1([NH2:21])[CH2:20][CH2:19]1.O. Given the product [Cl:1][C:2]1[N:3]=[C:4]([NH:21][CH:18]2[CH2:20][CH2:19]2)[C:5]2[CH2:10][CH2:9][CH:8]([C:11]3[CH:16]=[CH:15][CH:14]=[CH:13][CH:12]=3)[C:6]=2[N:7]=1, predict the reactants needed to synthesize it. (2) Given the product [C:10]12([NH:15][C:3]3[C:2]([Br:1])=[CH:7][N:6]=[C:5]([Cl:8])[N:4]=3)[CH2:14][CH:12]([CH2:13]1)[CH2:11]2, predict the reactants needed to synthesize it. The reactants are: [Br:1][C:2]1[C:3](Cl)=[N:4][C:5]([Cl:8])=[N:6][CH:7]=1.[C:10]12([NH2:15])[CH2:14][CH:12]([CH2:13]1)[CH2:11]2. (3) Given the product [Cl:23][C:24]1[CH:25]=[C:26]([CH:29]=[C:30]([O:32][C:33]2[C:34]([CH3:45])=[N:35][NH:36][C:37]=2[CH2:38][N:39]2[CH2:40][CH2:41][N:42]([C:20](=[O:22])[CH2:19][O:18][CH3:17])[CH2:43][CH2:44]2)[CH:31]=1)[C:27]#[N:28], predict the reactants needed to synthesize it. The reactants are: C(N=C=NC1CCCCC1)C1C=CC=CC=1.[CH3:17][O:18][CH2:19][C:20]([OH:22])=O.[Cl:23][C:24]1[CH:25]=[C:26]([CH:29]=[C:30]([O:32][C:33]2[C:34]([CH3:45])=[N:35][NH:36][C:37]=2[CH2:38][N:39]2[CH2:44][CH2:43][NH:42][CH2:41][CH2:40]2)[CH:31]=1)[C:27]#[N:28]. (4) Given the product [N:16]1[C:13]2[CH:14]=[CH:15][CH:10]=[CH:11][C:12]=2[NH:17][CH:18]=1, predict the reactants needed to synthesize it. The reactants are: COC(=O)CCCCCO[C:10]1[CH:15]=[CH:14][C:13]([NH2:16])=[C:12]([NH:17][CH2:18]CCOC)[CH:11]=1.COC(OC)(OC)C1C=CC=CC=1. (5) Given the product [F:23][C:24]1[CH:25]=[C:26]([CH:30]=[CH:31][C:32]=1[F:33])[C:27]([NH:14][C:15]1[CH:22]=[CH:21][C:18]([CH2:19][NH:20][C:5]2[C:4]3[C:9](=[CH:10][CH:11]=[C:2]([CH3:1])[CH:3]=3)[N:8]=[C:7]([NH:35][CH3:34])[N:6]=2)=[CH:17][CH:16]=1)=[O:28], predict the reactants needed to synthesize it. The reactants are: [CH3:1][C:2]1[CH:3]=[C:4]2[C:9](=[CH:10][CH:11]=1)[N:8]=[C:7](Cl)[N:6]=[C:5]2Cl.[NH2:14][C:15]1[CH:22]=[CH:21][C:18]([CH2:19][NH2:20])=[CH:17][CH:16]=1.[F:23][C:24]1[CH:25]=[C:26]([CH:30]=[CH:31][C:32]=1[F:33])[C:27](Cl)=[O:28].[CH3:34][NH2:35]. (6) Given the product [Cl:40][C:34]1[CH:35]=[C:36]([Cl:39])[CH:37]=[CH:38][C:33]=1[C:26]1[N:25]=[C:24]([NH:8][CH2:9][CH2:10][CH2:11][NH:12][C:13]2[N:18]=[C:17]([NH2:19])[C:16]([N+:20]([O-:22])=[O:21])=[CH:15][CH:14]=2)[N:29]2[CH:30]=[CH:31][N:32]=[C:28]2[CH:27]=1, predict the reactants needed to synthesize it. The reactants are: FC(F)(F)C(O)=O.[NH2:8][CH2:9][CH2:10][CH2:11][NH:12][C:13]1[N:18]=[C:17]([NH2:19])[C:16]([N+:20]([O-:22])=[O:21])=[CH:15][CH:14]=1.Cl[C:24]1[N:29]2[CH:30]=[CH:31][N:32]=[C:28]2[CH:27]=[C:26]([C:33]2[CH:38]=[CH:37][C:36]([Cl:39])=[CH:35][C:34]=2[Cl:40])[N:25]=1.CCN(C(C)C)C(C)C. (7) Given the product [C:1]([C:5]1[O:9][N:8]=[C:7]([NH:10][C:11]([NH:13][C:14]2[CH:19]=[CH:18][CH:17]=[C:16]([S:20][C:21]3[C:30]4[C:25](=[CH:26][C:27]([O:35][CH3:36])=[C:28]([O:31][CH2:32][CH2:33][N:37]5[CH2:42][CH2:41][O:40][CH2:39][CH2:38]5)[CH:29]=4)[N:24]=[CH:23][N:22]=3)[CH:15]=2)=[O:12])[CH:6]=1)([CH3:4])([CH3:3])[CH3:2], predict the reactants needed to synthesize it. The reactants are: [C:1]([C:5]1[O:9][N:8]=[C:7]([NH:10][C:11]([NH:13][C:14]2[CH:19]=[CH:18][CH:17]=[C:16]([S:20][C:21]3[C:30]4[C:25](=[CH:26][C:27]([O:35][CH3:36])=[C:28]([O:31][CH2:32][CH2:33]Cl)[CH:29]=4)[N:24]=[CH:23][N:22]=3)[CH:15]=2)=[O:12])[CH:6]=1)([CH3:4])([CH3:3])[CH3:2].[NH:37]1[CH2:42][CH2:41][O:40][CH2:39][CH2:38]1.